Dataset: Forward reaction prediction with 1.9M reactions from USPTO patents (1976-2016). Task: Predict the product of the given reaction. (1) The product is: [Br:40][C:41]1[CH:42]=[C:43]([CH2:47][CH:48]2[C:53](=[O:54])[CH:52]3[CH2:55][CH2:56][N:49]2[CH2:50][CH2:51]3)[CH:44]=[N:45][CH:46]=1. Given the reactants BrC1C=C(CC2CC3CCN2CC3)C=NC=1.BrC1C=C(C=O)C=NC=1.Cl.N12CCC(CC1)C(=O)C2.[OH-].[K+].[C].[C].[Br:40][C:41]1[CH:42]=[C:43]([CH:47]=[C:48]2[C:53](=[O:54])[CH:52]3[CH2:55][CH2:56][N:49]2[CH2:50][CH2:51]3)[CH:44]=[N:45][CH:46]=1.C([BH-](C(CC)C)C(CC)C)(CC)C.[Li+].C([BH-](C(CC)C)C(CC)C)(CC)C.[K+].[BH4-].[Na+], predict the reaction product. (2) Given the reactants [C:1]([C:3]1[CH:8]=[CH:7][C:6](B(O)O)=[CH:5][CH:4]=1)#[N:2].Cl[C:13]1[N:18]=[C:17]([OH:19])[CH:16]=[N:15][C:14]=1[C:20]1[CH:25]=[CH:24][C:23]([CH3:26])=[CH:22][CH:21]=1.C(=O)([O-])[O-].[Na+].[Na+], predict the reaction product. The product is: [OH:19][C:17]1[N:18]=[C:13]([C:6]2[CH:7]=[CH:8][C:3]([C:1]#[N:2])=[CH:4][CH:5]=2)[C:14]([C:20]2[CH:25]=[CH:24][C:23]([CH3:26])=[CH:22][CH:21]=2)=[N:15][CH:16]=1. (3) Given the reactants [N:1]([CH2:4][CH2:5][C:6]([O:8][CH2:9][CH3:10])=[O:7])=[C:2]=[O:3].[N+:11](=[C:13]1[N:17]=[CH:16][N:15]=[C:14]1[C:18]([NH2:20])=[O:19])=[N-:12], predict the reaction product. The product is: [C:18]([C:14]1[N:15]=[CH:16][N:17]2[C:2](=[O:3])[N:1]([CH2:4][CH2:5][C:6]([O:8][CH2:9][CH3:10])=[O:7])[N:12]=[N:11][C:13]=12)(=[O:19])[NH2:20]. (4) Given the reactants [Cl:1][C:2]1[N:3]([C:11]2[C:16]([F:17])=[CH:15][C:14]([F:18])=[CH:13][C:12]=2[Cl:19])[C:4]([C:8]([OH:10])=O)=[C:5]([CH3:7])[N:6]=1.C(Cl)(=O)C(Cl)=O.Cl.[CH3:27][O:28][NH:29][CH3:30].C(=O)([O-])[O-].[Na+].[Na+], predict the reaction product. The product is: [Cl:1][C:2]1[N:3]([C:11]2[C:16]([F:17])=[CH:15][C:14]([F:18])=[CH:13][C:12]=2[Cl:19])[C:4]([C:8]([N:29]([O:28][CH3:27])[CH3:30])=[O:10])=[C:5]([CH3:7])[N:6]=1. (5) The product is: [Br:1][C:2]1[C:3]([N:27]([CH3:31])[CH2:28][CH2:29][OH:30])=[C:4]2[C:10]([C:11]3[CH:16]=[CH:15][CH:14]=[CH:13][C:12]=3[O:17][CH3:18])=[CH:9][NH:8][C:5]2=[N:6][CH:7]=1. Given the reactants [Br:1][C:2]1[C:3]([N:27]([CH3:31])[CH2:28][CH2:29][OH:30])=[C:4]2[C:10]([C:11]3[CH:16]=[CH:15][CH:14]=[CH:13][C:12]=3[O:17][CH3:18])=[CH:9][N:8](COCC[Si](C)(C)C)[C:5]2=[N:6][CH:7]=1, predict the reaction product.